Dataset: Full USPTO retrosynthesis dataset with 1.9M reactions from patents (1976-2016). Task: Predict the reactants needed to synthesize the given product. (1) Given the product [F:1][C:2]1[CH:7]=[CH:6][C:5]([C:8]2[N:9]([C:18]3[CH:23]=[CH:22][N:21]=[C:20]([NH:24][CH:25]4[CH2:29][CH2:28][CH2:27][CH2:26]4)[N:19]=3)[C:10]3[C:11]([N:17]=2)=[N:12][C:13]([N:30]2[CH2:35][CH2:34][O:33][CH2:32][CH2:31]2)=[CH:14][CH:15]=3)=[CH:4][CH:3]=1, predict the reactants needed to synthesize it. The reactants are: [F:1][C:2]1[CH:7]=[CH:6][C:5]([C:8]2[N:9]([C:18]3[CH:23]=[CH:22][N:21]=[C:20]([NH:24][CH:25]4[CH2:29][CH2:28][CH2:27][CH2:26]4)[N:19]=3)[C:10]3[C:11]([N:17]=2)=[N:12][C:13](Cl)=[CH:14][CH:15]=3)=[CH:4][CH:3]=1.[NH:30]1[CH2:35][CH2:34][O:33][CH2:32][CH2:31]1.CC([O-])(C)C.[Na+].CC(O)=O. (2) Given the product [NH2:22][C:5]1[C:4]([C:9]([C:11]2[N:12]([CH2:16][CH3:17])[N:13]=[CH:14][CH:15]=2)=[O:10])=[CH:3][C:2]([Br:1])=[CH:7][N:6]=1, predict the reactants needed to synthesize it. The reactants are: [Br:1][C:2]1[CH:3]=[C:4]([C:9]([C:11]2[N:12]([CH2:16][CH3:17])[N:13]=[CH:14][CH:15]=2)=[O:10])[C:5](F)=[N:6][CH:7]=1.N.C([N:22](C(C)C)CC)(C)C. (3) Given the product [C:32]([NH:2][CH:3]([C:12]1[CH:13]=[CH:14][N:15]=[CH:16][CH:17]=1)[C:4]([C:6]1[CH:7]=[CH:8][CH:9]=[C:10]([O:22][CH3:20])[CH:11]=1)=[O:5])(=[O:27])[CH3:33], predict the reactants needed to synthesize it. The reactants are: Cl.[NH2:2][CH:3]([C:12]1[CH:17]=[CH:16][N:15]=[CH:14][C:13]=1OC)[C:4]([C:6]1[CH:11]=[CH:10][CH:9]=[CH:8][CH:7]=1)=[O:5].[C:20](OC(=O)C)(=[O:22])C.[OH2:27].N1[CH:33]=[CH:32]C=CC=1. (4) Given the product [C:50]([O:15][CH2:14][C:13]([CH3:17])([CH3:16])[CH2:12][N:11]1[C:5]2[CH:4]=[CH:3][C:2]([Cl:1])=[CH:43][C:6]=2[C@@H:7]([C:33]2[CH:38]=[CH:37][CH:36]=[C:35]([O:39][CH3:40])[C:34]=2[O:41][CH3:42])[O:8][C@H:9]([CH2:19][C:20]([NH:22][C:23]2[CH:24]=[C:25]([CH:29]=[CH:30][C:31]=2[F:32])[C:26]([OH:28])=[O:27])=[O:21])[C:10]1=[O:18])(=[O:52])[CH3:51], predict the reactants needed to synthesize it. The reactants are: [Cl:1][C:2]1[CH:3]=[CH:4][C:5]2[N:11]([CH2:12][C:13]([CH3:17])([CH3:16])[CH2:14][OH:15])[C:10](=[O:18])[C@@H:9]([CH2:19][C:20]([NH:22][C:23]3[CH:24]=[C:25]([CH:29]=[CH:30][C:31]=3[F:32])[C:26]([OH:28])=[O:27])=[O:21])[O:8][C@H:7]([C:33]3[CH:38]=[CH:37][CH:36]=[C:35]([O:39][CH3:40])[C:34]=3[O:41][CH3:42])[C:6]=2[CH:43]=1.N1C=CC=CC=1.[C:50](OCC)(=[O:52])[CH3:51].C(Cl)(=O)C. (5) Given the product [Br:22][C:23]1[CH:28]=[CH:27][C:26]([CH2:29][O:21][CH2:20][C@@H:18]2[CH2:19][C@@H:17]2[CH:14]2[CH2:15][CH2:16][N:11]([C:9]3[O:8][N:7]=[C:6]([CH:3]([CH3:5])[CH3:4])[N:10]=3)[CH2:12][CH2:13]2)=[C:25]([F:31])[CH:24]=1, predict the reactants needed to synthesize it. The reactants are: [H-].[Na+].[CH:3]([C:6]1[N:10]=[C:9]([N:11]2[CH2:16][CH2:15][CH:14]([C@H:17]3[CH2:19][C@H:18]3[CH2:20][OH:21])[CH2:13][CH2:12]2)[O:8][N:7]=1)([CH3:5])[CH3:4].[Br:22][C:23]1[CH:28]=[CH:27][C:26]([CH2:29]Br)=[C:25]([F:31])[CH:24]=1.